This data is from Catalyst prediction with 721,799 reactions and 888 catalyst types from USPTO. The task is: Predict which catalyst facilitates the given reaction. Reactant: Cl.[Cl:2][C:3]1[CH:8]=[CH:7][C:6]([CH2:9][CH:10]([NH2:12])[CH3:11])=[CH:5][CH:4]=1.C(N(CC)CC)C.[Cl:20][C:21]1[CH:29]=[CH:28][CH:27]=[C:26]([Cl:30])[C:22]=1[C:23](Cl)=[O:24].[Cl-].[NH4+]. Product: [Cl:20][C:21]1[CH:29]=[CH:28][CH:27]=[C:26]([Cl:30])[C:22]=1[C:23]([NH:12][CH:10]([CH3:11])[CH2:9][C:6]1[CH:5]=[CH:4][C:3]([Cl:2])=[CH:8][CH:7]=1)=[O:24]. The catalyst class is: 4.